Predict the product of the given reaction. From a dataset of Forward reaction prediction with 1.9M reactions from USPTO patents (1976-2016). (1) Given the reactants [CH2:1]([N:8]1[CH:16]=[C:15]2[C:10]([CH:11]=[C:12]([C:17]3[CH:18]=[C:19]([CH:27]4[CH2:32][CH2:31][NH:30][CH2:29][CH2:28]4)[N:20]4[C:25]=3[C:24]([NH2:26])=[N:23][CH:22]=[N:21]4)[CH:13]=[CH:14]2)=[N:9]1)[C:2]1[CH:7]=[CH:6][CH:5]=[CH:4][CH:3]=1.[CH3:33][N:34]([CH3:39])[S:35](Cl)(=[O:37])=[O:36].C(N(CC)CC)C, predict the reaction product. The product is: [NH2:26][C:24]1[C:25]2=[C:17]([C:12]3[CH:13]=[CH:14][C:15]4[C:10]([CH:11]=3)=[N:9][N:8]([CH2:1][C:2]3[CH:3]=[CH:4][CH:5]=[CH:6][CH:7]=3)[CH:16]=4)[CH:18]=[C:19]([CH:27]3[CH2:32][CH2:31][N:30]([S:35]([N:34]([CH3:39])[CH3:33])(=[O:37])=[O:36])[CH2:29][CH2:28]3)[N:20]2[N:21]=[CH:22][N:23]=1. (2) Given the reactants Br[CH:2]([CH3:9])[C:3](=O)[C:4]([O:6][CH3:7])=[O:5].[NH2:10][C:11]([NH2:13])=[S:12], predict the reaction product. The product is: [NH2:13][C:11]1[S:12][C:2]([CH3:9])=[C:3]([C:4]([O:6][CH3:7])=[O:5])[N:10]=1. (3) Given the reactants [CH2:1]([C:3]1[CH:8]=[CH:7][C:6]([CH:9]2[CH2:14][NH:13][CH2:12][CH:11]([C:15]([O:17][CH3:18])=[O:16])[CH2:10]2)=[CH:5][CH:4]=1)[CH3:2].[N:19]1([C:24](Cl)=[O:25])[CH2:23][CH2:22][CH2:21][CH2:20]1, predict the reaction product. The product is: [CH2:1]([C:3]1[CH:4]=[CH:5][C:6]([CH:9]2[CH2:14][N:13]([C:24]([N:19]3[CH2:23][CH2:22][CH2:21][CH2:20]3)=[O:25])[CH2:12][CH:11]([C:15]([O:17][CH3:18])=[O:16])[CH2:10]2)=[CH:7][CH:8]=1)[CH3:2]. (4) Given the reactants [H-].[Na+].[C:3]([O:7][C:8]([N:10]1[CH2:15][CH:14]([C:16]2[CH:21]=[C:20]([F:22])[CH:19]=[C:18]([F:23])[CH:17]=2)[NH:13][C:12](=[O:24])[C@@H:11]1[CH2:25][CH:26]1[CH2:32][CH2:31][CH2:30][CH2:29][CH2:28][CH2:27]1)=[O:9])([CH3:6])([CH3:5])[CH3:4].Br[CH2:34][C:35]([O:37][CH3:38])=[O:36], predict the reaction product. The product is: [C:3]([O:7][C:8]([N:10]1[CH2:15][CH:14]([C:16]2[CH:21]=[C:20]([F:22])[CH:19]=[C:18]([F:23])[CH:17]=2)[N:13]([CH2:34][C:35]([O:37][CH3:38])=[O:36])[C:12](=[O:24])[C@@H:11]1[CH2:25][CH:26]1[CH2:32][CH2:31][CH2:30][CH2:29][CH2:28][CH2:27]1)=[O:9])([CH3:6])([CH3:4])[CH3:5]. (5) The product is: [OH:2][C:3]1[CH:4]=[C:5]2[C:9](=[CH:10][CH:11]=1)[C@H:8]([C@H:12]([CH2:17][CH3:18])[C:13]([O:15][CH3:16])=[O:14])[CH2:7][CH2:6]2. Given the reactants C[O:2][C:3]1[CH:4]=[C:5]2[C:9](=[CH:10][CH:11]=1)[C@H:8]([C@H:12]([CH2:17][CH3:18])[C:13]([O:15][CH3:16])=[O:14])[CH2:7][CH2:6]2.[Al+3].[Cl-].[Cl-].[Cl-].CCS, predict the reaction product. (6) Given the reactants [C:1]1([C@H:7]2[CH2:12][CH2:11][CH2:10][CH2:9][C@H:8]2[N:13]2[CH2:18][CH2:17][C:16](=[O:19])[CH2:15][CH2:14]2)[CH:6]=[CH:5][CH:4]=[CH:3][CH:2]=1.C1([CH:26]2CCCC[C:27]2=[O:32])C=CC=CC=1.O1C2(CCNCC2)OCC1.O.C1(C)C=CC(S(O)(=O)=O)=CC=1.C(O[BH-](OC(=O)C)OC(=O)C)(=O)C.[Na+].[OH-].[Na+], predict the reaction product. The product is: [C:1]1([C@H:7]2[CH2:12][CH2:11][CH2:10][CH2:9][C@H:8]2[N:13]2[CH2:18][CH2:17][C:16]3([O:32][CH2:27][CH2:26][O:19]3)[CH2:15][CH2:14]2)[CH:2]=[CH:3][CH:4]=[CH:5][CH:6]=1. (7) Given the reactants [Cl:1][C:2]1[CH:3]=[C:4]([NH:9][C:10]2[C:11]3[CH2:18][C:17](=[O:19])[NH:16][C:12]=3[N:13]=[CH:14][N:15]=2)[CH:5]=[CH:6][C:7]=1[F:8].[Cl:20][C:21]1[CH:28]=[C:27]([OH:29])[CH:26]=[CH:25][C:22]=1[CH:23]=O, predict the reaction product. The product is: [Cl:1][C:2]1[CH:3]=[C:4]([NH:9][C:10]2[C:11]3[C:18](=[CH:23][C:22]4[CH:25]=[CH:26][C:27]([OH:29])=[CH:28][C:21]=4[Cl:20])[C:17](=[O:19])[NH:16][C:12]=3[N:13]=[CH:14][N:15]=2)[CH:5]=[CH:6][C:7]=1[F:8].